From a dataset of Forward reaction prediction with 1.9M reactions from USPTO patents (1976-2016). Predict the product of the given reaction. (1) Given the reactants [Cl:1][C:2]1[N:3]=[CH:4][C:5]2[NH:11][C:10](=[O:12])[C:9]([F:14])([F:13])[CH2:8][N:7]([CH:15]3[CH2:19][CH2:18][CH2:17][CH2:16]3)[C:6]=2[N:20]=1.I[CH3:22], predict the reaction product. The product is: [Cl:1][C:2]1[N:3]=[CH:4][C:5]2[N:11]([CH3:22])[C:10](=[O:12])[C:9]([F:14])([F:13])[CH2:8][N:7]([CH:15]3[CH2:19][CH2:18][CH2:17][CH2:16]3)[C:6]=2[N:20]=1. (2) Given the reactants [CH:1]1([N:7]2[CH2:13][C@:12]([F:16])([CH:14]=[CH2:15])[C:11](=[O:17])[N:10]([CH3:18])[C:9]3[CH:19]=[N:20][C:21]([NH:23][C:24]4[CH:32]=[CH:31][C:27]([C:28]([OH:30])=O)=[CH:26][C:25]=4[O:33][CH3:34])=[N:22][C:8]2=3)[CH2:6][CH2:5]C[CH2:3][CH2:2]1.[CH3:35][N:36]([C:38](ON1N=NC2C=CC=NC1=2)=[N+](C)C)[CH3:37].F[P-](F)(F)(F)(F)F.[C:59]([N:66]1[CH2:71][CH2:70][CH:69]([NH2:72])[CH2:68][CH2:67]1)([O:61]C(C)(C)C)=O, predict the reaction product. The product is: [CH:1]1([N:7]2[CH2:13][C@:12]([F:16])([CH:14]=[CH2:15])[C:11](=[O:17])[N:10]([CH3:18])[C:9]3[CH:19]=[N:20][C:21]([NH:23][C:24]4[CH:32]=[CH:31][C:27]([C:28]([NH:72][CH:69]5[CH2:68][CH2:67][N:66]([C:59](=[O:61])[CH2:35][N:36]([CH3:38])[CH3:37])[CH2:71][CH2:70]5)=[O:30])=[CH:26][C:25]=4[O:33][CH3:34])=[N:22][C:8]2=3)[CH2:6][CH2:5][CH2:3][CH2:2]1.